From a dataset of Forward reaction prediction with 1.9M reactions from USPTO patents (1976-2016). Predict the product of the given reaction. The product is: [CH:7]1([S:13]([C:16]2[CH:37]=[CH:36][C:19]([CH2:20][C:21]3[C:29]4[C:24](=[CH:25][CH:26]=[C:27]([F:30])[CH:28]=4)[N:23]([CH2:31][C:32]([OH:34])=[O:33])[C:22]=3[CH3:35])=[CH:18][CH:17]=2)(=[O:14])=[O:15])[CH2:9][CH2:10][CH2:11][CH2:12]1. Given the reactants C1CC(S)CC1.[CH:7]1([S:13]([C:16]2[CH:37]=[CH:36][C:19]([CH2:20][C:21]3[C:29]4[C:24](=[CH:25][CH:26]=[C:27]([F:30])[CH:28]=4)[N:23]([CH2:31][C:32]([OH:34])=[O:33])[C:22]=3[CH3:35])=[CH:18][CH:17]=2)(=[O:15])=[O:14])[CH2:12][CH2:11][CH2:10][CH2:9]C1, predict the reaction product.